From a dataset of Catalyst prediction with 721,799 reactions and 888 catalyst types from USPTO. Predict which catalyst facilitates the given reaction. (1) Reactant: [H-].[Na+].[Si:3]([O:10][C@@H:11]1[C@H:15]([CH2:16][O:17][Si:18]([C:21]([CH3:24])([CH3:23])[CH3:22])([CH3:20])[CH3:19])[CH2:14][C@@H:13]([OH:25])[CH2:12]1)([C:6]([CH3:9])([CH3:8])[CH3:7])([CH3:5])[CH3:4].[Cl:26][C:27]1[CH:32]=[C:31](Cl)[N:30]=[CH:29][N:28]=1. Product: [Si:3]([O:10][C@@H:11]1[C@H:15]([CH2:16][O:17][Si:18]([C:21]([CH3:24])([CH3:23])[CH3:22])([CH3:19])[CH3:20])[CH2:14][C@@H:13]([O:25][C:31]2[CH:32]=[C:27]([Cl:26])[N:28]=[CH:29][N:30]=2)[CH2:12]1)([C:6]([CH3:9])([CH3:8])[CH3:7])([CH3:5])[CH3:4]. The catalyst class is: 1. (2) Reactant: C([NH:9][C:10]([NH:12][C:13]1[CH:18]=[CH:17][CH:16]=[CH:15][C:14]=1[N:19]1[C:28]2[C:23](=[CH:24][CH:25]=[CH:26][CH:27]=2)[C:22]([CH3:30])([CH3:29])[CH2:21][CH2:20]1)=[S:11])(=O)C1C=CC=CC=1. Product: [CH3:29][C:22]1([CH3:30])[C:23]2[C:28](=[CH:27][CH:26]=[CH:25][CH:24]=2)[N:19]([C:14]2[CH:15]=[CH:16][CH:17]=[CH:18][C:13]=2[NH:12][C:10]([NH2:9])=[S:11])[CH2:20][CH2:21]1. The catalyst class is: 5.